This data is from Full USPTO retrosynthesis dataset with 1.9M reactions from patents (1976-2016). The task is: Predict the reactants needed to synthesize the given product. Given the product [C:5]([N:8]1[C:17]2[C:12](=[CH:13][C:14]([NH:18][C:19](=[O:28])[C:20]3[CH:25]=[CH:24][CH:23]=[CH:22][C:21]=3[OH:26])=[CH:15][CH:16]=2)[C:11]([C:30]2[CH:35]=[CH:34][CH:33]=[CH:32][CH:31]=2)([CH3:29])[CH2:10][C:9]1([CH3:37])[CH3:36])(=[O:7])[CH3:6], predict the reactants needed to synthesize it. The reactants are: B(Br)(Br)Br.[C:5]([N:8]1[C:17]2[C:12](=[CH:13][C:14]([NH:18][C:19](=[O:28])[C:20]3[CH:25]=[CH:24][CH:23]=[CH:22][C:21]=3[O:26]C)=[CH:15][CH:16]=2)[C:11]([C:30]2[CH:35]=[CH:34][CH:33]=[CH:32][CH:31]=2)([CH3:29])[CH2:10][C:9]1([CH3:37])[CH3:36])(=[O:7])[CH3:6].O.